This data is from Reaction yield outcomes from USPTO patents with 853,638 reactions. The task is: Predict the reaction yield, written as a fraction of the theoretical maximum amount of product (1.0 means a 100% yield; for example, 0.34 means a 34% yield). (1) The reactants are [Cl:1][C:2]1[CH:18]=[CH:17][C:5]([C:6]([C:8]2[CH:16]=[CH:15][CH:14]=[CH:13][C:9]=2[C:10]([OH:12])=O)=[O:7])=[CH:4][CH:3]=1.[CH3:19][C:20]1[CH:27]=[CH:26][C:23]([CH2:24][NH2:25])=[CH:22][CH:21]=1. No catalyst specified. The product is [Cl:1][C:2]1[CH:3]=[CH:4][C:5]([C:6]2([OH:7])[C:8]3[C:9](=[CH:13][CH:14]=[CH:15][CH:16]=3)[C:10](=[O:12])[N:25]2[CH2:24][C:23]2[CH:26]=[CH:27][C:20]([CH3:19])=[CH:21][CH:22]=2)=[CH:17][CH:18]=1. The yield is 0.720. (2) The reactants are [CH3:1][N:2]([CH:21]([CH3:23])[CH3:22])[C:3]1[CH:20]=[N:19][C:6]2[CH2:7][N:8]([C:12]([O:14][C:15]([CH3:18])([CH3:17])[CH3:16])=[O:13])[CH2:9][CH2:10][O:11][C:5]=2[N:4]=1.[Br:24]N1C(=O)CCC1=O.C(#N)C. The catalyst is O. The product is [Br:24][C:20]1[C:3]([N:2]([CH3:1])[CH:21]([CH3:23])[CH3:22])=[N:4][C:5]2[O:11][CH2:10][CH2:9][N:8]([C:12]([O:14][C:15]([CH3:18])([CH3:16])[CH3:17])=[O:13])[CH2:7][C:6]=2[N:19]=1. The yield is 0.740.